This data is from Catalyst prediction with 721,799 reactions and 888 catalyst types from USPTO. The task is: Predict which catalyst facilitates the given reaction. (1) Reactant: [F:1][C:2]([F:24])([F:23])[O:3][C:4]1[CH:9]=[CH:8][CH:7]=[CH:6][C:5]=1[CH2:10][NH:11][C:12]([C:14]1[CH:15]=[C:16]2[C:20](=[CH:21][CH:22]=1)[NH:19][CH2:18][CH2:17]2)=[O:13].[Cl:25][C:26]1[N:31]=[C:30](Cl)[N:29]=[C:28]([CH3:33])[N:27]=1.C(N(C(C)C)CC)(C)C. Product: [Cl:25][C:26]1[N:27]=[C:28]([CH3:33])[N:29]=[C:30]([N:19]2[C:20]3[C:16](=[CH:15][C:14]([C:12]([NH:11][CH2:10][C:5]4[CH:6]=[CH:7][CH:8]=[CH:9][C:4]=4[O:3][C:2]([F:23])([F:1])[F:24])=[O:13])=[CH:22][CH:21]=3)[CH2:17][CH2:18]2)[N:31]=1. The catalyst class is: 10. (2) Reactant: C(OC([NH:8][C:9]1[S:13][C:12]([C:14]([O:16][CH3:17])=[O:15])=[CH:11][C:10]=1[NH:18][CH2:19][C:20]([O:22]C)=O)=O)(C)(C)C.C([O-])(O)=O.[Na+]. Product: [O:22]=[C:20]1[NH:8][C:9]2[S:13][C:12]([C:14]([O:16][CH3:17])=[O:15])=[CH:11][C:10]=2[N:18]=[CH:19]1. The catalyst class is: 393. (3) Reactant: [C:1]([C:5]1[CH:6]=[C:7]([CH2:25][CH:26]([O:32][CH2:33][CH3:34])[C:27]([O:29]CC)=[O:28])[CH:8]=[CH:9][C:10]=1[O:11][CH2:12][CH2:13][C:14]1[CH:19]=[CH:18][C:17]([O:20][S:21]([CH3:24])(=[O:23])=[O:22])=[CH:16][CH:15]=1)([CH3:4])([CH3:3])[CH3:2].[OH-].[Li+]. Product: [C:1]([C:5]1[CH:6]=[C:7]([CH2:25][CH:26]([O:32][CH2:33][CH3:34])[C:27]([OH:29])=[O:28])[CH:8]=[CH:9][C:10]=1[O:11][CH2:12][CH2:13][C:14]1[CH:19]=[CH:18][C:17]([O:20][S:21]([CH3:24])(=[O:22])=[O:23])=[CH:16][CH:15]=1)([CH3:4])([CH3:2])[CH3:3]. The catalyst class is: 20.